From a dataset of Full USPTO retrosynthesis dataset with 1.9M reactions from patents (1976-2016). Predict the reactants needed to synthesize the given product. (1) Given the product [Cl:1][C:2]1[N:7]=[CH:6][N:5]=[C:4]([NH2:8])[C:3]=1[C:22]1[CH:27]=[CH:26][CH:25]=[CH:24][N:23]=1, predict the reactants needed to synthesize it. The reactants are: [Cl:1][C:2]1[N:7]=[CH:6][N:5]=[C:4]([NH2:8])[C:3]=1I.C(N(CC)CC)C.C([Sn](CCCC)(CCCC)[C:22]1[CH:27]=[CH:26][CH:25]=[CH:24][N:23]=1)CCC. (2) Given the product [CH3:29][C:24]1[CH:25]=[C:26]([CH3:28])[N:27]=[C:22]([N:19]2[CH2:18][CH2:17][C:13]3([C:12](=[O:30])[N:11]([CH2:10][C:3]4[C:4]5[C:9](=[CH:8][CH:7]=[CH:6][CH:5]=5)[N:1]([CH3:33])[CH:2]=4)[CH2:16][CH2:15][CH2:14]3)[CH2:21][CH2:20]2)[N:23]=1, predict the reactants needed to synthesize it. The reactants are: [NH:1]1[C:9]2[C:4](=[CH:5][CH:6]=[CH:7][CH:8]=2)[C:3]([CH2:10][N:11]2[CH2:16][CH2:15][CH2:14][C:13]3([CH2:21][CH2:20][N:19]([C:22]4[N:27]=[C:26]([CH3:28])[CH:25]=[C:24]([CH3:29])[N:23]=4)[CH2:18][CH2:17]3)[C:12]2=[O:30])=[CH:2]1.[H-].[Na+].[CH3:33]I.O. (3) The reactants are: [W:1].[OH2:2].O.O.O.[Ti:6].[NH4+].[O-:8][V:9](=O)=O. Given the product [O-2:8].[Ti+4:6].[O-2:2].[W:1]=[O:2].[O-2:8].[O-2:8].[O-2:8].[O-2:8].[O-2:8].[V+5:9].[V+5:9], predict the reactants needed to synthesize it.